This data is from Catalyst prediction with 721,799 reactions and 888 catalyst types from USPTO. The task is: Predict which catalyst facilitates the given reaction. Reactant: I[C:2]1[CH:3]=[C:4]2[C:9](=[CH:10][CH:11]=1)[O:8][C@@H:7]([CH2:12][O:13][Si:14]([C:17]([CH3:20])([CH3:19])[CH3:18])([CH3:16])[CH3:15])[CH2:6][CH2:5]2.C(N(CC)CC)C.[CH3:28][C:29]1([CH3:36])[C:33]([CH3:35])([CH3:34])[O:32][BH:31][O:30]1. Product: [CH3:28][C:29]1([CH3:36])[C:33]([CH3:35])([CH3:34])[O:32][B:31]([C:2]2[CH:3]=[C:4]3[C:9](=[CH:10][CH:11]=2)[O:8][C@@H:7]([CH2:12][O:13][Si:14]([C:17]([CH3:20])([CH3:19])[CH3:18])([CH3:16])[CH3:15])[CH2:6][CH2:5]3)[O:30]1. The catalyst class is: 75.